Dataset: Catalyst prediction with 721,799 reactions and 888 catalyst types from USPTO. Task: Predict which catalyst facilitates the given reaction. (1) Reactant: [C:1]([O:5][C:6]([NH:8][C@H:9]([CH2:38][C:39]1[CH:44]=[C:43]([F:45])[C:42]([F:46])=[CH:41][C:40]=1[F:47])[CH2:10][C:11]([N:13]1[CH2:17][CH2:16][S:15][C@H:14]1[C:18]([NH:20][CH2:21][C:22]1[CH:27]=[CH:26][C:25]([NH:28][C@@H:29]([CH:35]([CH3:37])[CH3:36])[C:30]([O:32]CC)=[O:31])=[CH:24][CH:23]=1)=[O:19])=[O:12])=[O:7])([CH3:4])([CH3:3])[CH3:2].O[Li].O. Product: [C:1]([O:5][C:6]([NH:8][C@H:9]([CH2:38][C:39]1[CH:44]=[C:43]([F:45])[C:42]([F:46])=[CH:41][C:40]=1[F:47])[CH2:10][C:11]([N:13]1[CH2:17][CH2:16][S:15][C@H:14]1[C:18]([NH:20][CH2:21][C:22]1[CH:23]=[CH:24][C:25]([NH:28][C@@H:29]([CH:35]([CH3:36])[CH3:37])[C:30]([OH:32])=[O:31])=[CH:26][CH:27]=1)=[O:19])=[O:12])=[O:7])([CH3:3])([CH3:4])[CH3:2]. The catalyst class is: 87. (2) Reactant: Cl[C:2]1[C:11]2[C:6](=[CH:7][C:8]([O:14][CH2:15][CH2:16][CH2:17][N:18]3[CH2:23][CH2:22][N:21]([CH3:24])[CH2:20][CH2:19]3)=[C:9]([O:12][CH3:13])[CH:10]=2)[N:5]=[CH:4][N:3]=1.[NH2:25][C:26]1[C:31]2[CH:32]=[CH:33][O:34][C:30]=2[CH:29]=[CH:28][CH:27]=1.Cl. Product: [O:34]1[C:30]2[CH:29]=[CH:28][CH:27]=[C:26]([NH:25][C:2]3[C:11]4[C:6](=[CH:7][C:8]([O:14][CH2:15][CH2:16][CH2:17][N:18]5[CH2:23][CH2:22][N:21]([CH3:24])[CH2:20][CH2:19]5)=[C:9]([O:12][CH3:13])[CH:10]=4)[N:5]=[CH:4][N:3]=3)[C:31]=2[CH:32]=[CH:33]1. The catalyst class is: 32. (3) Reactant: [C@@H:1]([NH:5][C:6]([C:8]1[C:16]2[C:11](=[N:12][CH:13]=[C:14]([C:17]3[C:25]4[C:20](=[CH:21][C:22]([F:26])=[CH:23][CH:24]=4)[N:19]([CH3:27])[N:18]=3)[N:15]=2)[N:10](COCC[Si](C)(C)C)[CH:9]=1)=[O:7])([CH2:3][CH3:4])[CH3:2].C(O)(C(F)(F)F)=O.C(N)CN. Product: [C@@H:1]([NH:5][C:6]([C:8]1[C:16]2[C:11](=[N:12][CH:13]=[C:14]([C:17]3[C:25]4[C:20](=[CH:21][C:22]([F:26])=[CH:23][CH:24]=4)[N:19]([CH3:27])[N:18]=3)[N:15]=2)[NH:10][CH:9]=1)=[O:7])([CH2:3][CH3:4])[CH3:2]. The catalyst class is: 4. (4) Reactant: [CH2:1](O)[CH2:2][CH2:3][CH3:4].N=C=N.[C:9]([C:17]1[CH:22]=[CH:21][CH:20]=[CH:19][C:18]=1[NH:23][C@@H:24]([CH2:28][C:29]1[CH:34]=[CH:33][C:32]([C:35]2[CH:40]=[CH:39][CH:38]=[C:37]([N:41]([CH3:52])[C:42]([NH:44][CH2:45][CH2:46][CH2:47][CH2:48][CH2:49][CH2:50][CH3:51])=[O:43])[CH:36]=2)=[CH:31][CH:30]=1)[C:25]([OH:27])=[O:26])(=[O:16])[C:10]1[CH:15]=[CH:14][CH:13]=[CH:12][CH:11]=1. Product: [C:9]([C:17]1[CH:22]=[CH:21][CH:20]=[CH:19][C:18]=1[NH:23][C@@H:24]([CH2:28][C:29]1[CH:34]=[CH:33][C:32]([C:35]2[CH:40]=[CH:39][CH:38]=[C:37]([N:41]([CH3:52])[C:42]([NH:44][CH2:45][CH2:46][CH2:47][CH2:48][CH2:49][CH2:50][CH3:51])=[O:43])[CH:36]=2)=[CH:31][CH:30]=1)[C:25]([O:27][CH2:1][CH2:2][CH2:3][CH3:4])=[O:26])(=[O:16])[C:10]1[CH:15]=[CH:14][CH:13]=[CH:12][CH:11]=1. The catalyst class is: 79. (5) Reactant: [CH3:1][O:2][C:3](=[O:14])[C:4]1[CH:12]=[CH:11][C:10]([OH:13])=[C:6]([C:7]([OH:9])=[O:8])[CH:5]=1.N#N.[C:17](OC(O[C:17]([CH3:20])([CH3:19])[CH3:18])N(C)C)([CH3:20])([CH3:19])[CH3:18].CCCCCCC.CCOC(C)=O.CC(O)=O. Product: [CH3:1][O:2][C:3](=[O:14])[C:4]1[CH:12]=[CH:11][C:10]([OH:13])=[C:6]([C:7]([O:9][C:17]([CH3:20])([CH3:19])[CH3:18])=[O:8])[CH:5]=1. The catalyst class is: 11.